Regression. Given a peptide amino acid sequence and an MHC pseudo amino acid sequence, predict their binding affinity value. This is MHC class I binding data. From a dataset of Peptide-MHC class I binding affinity with 185,985 pairs from IEDB/IMGT. (1) The peptide sequence is NPPPASTNR. The MHC is HLA-A02:02 with pseudo-sequence HLA-A02:02. The binding affinity (normalized) is 0. (2) The peptide sequence is KLEGKIVQY. The MHC is HLA-A30:02 with pseudo-sequence HLA-A30:02. The binding affinity (normalized) is 0.378. (3) The peptide sequence is NKRPRLCTR. The MHC is HLA-A33:01 with pseudo-sequence HLA-A33:01. The binding affinity (normalized) is 0.351. (4) The peptide sequence is LCMLNNSLYY. The MHC is HLA-A29:02 with pseudo-sequence HLA-A29:02. The binding affinity (normalized) is 0.818.